This data is from Catalyst prediction with 721,799 reactions and 888 catalyst types from USPTO. The task is: Predict which catalyst facilitates the given reaction. (1) Reactant: [CH:1]1([C:4]([NH:6][C:7]2[N:8]=[C:9]3[CH:14]=[CH:13][C:12]([S:15][C:16]4[CH:24]=[CH:23][CH:22]=[CH:21][C:17]=4[C:18]([OH:20])=O)=[N:11][N:10]3[CH:25]=2)=[O:5])[CH2:3][CH2:2]1.[NH2:26][C:27]1[CH:32]=[CH:31][CH:30]=[CH:29][CH:28]=1.F[P-](F)(F)(F)(F)F.N1(OC(N(C)C)=[N+](C)C)C2N=CC=CC=2N=N1.C(N(CC)C(C)C)(C)C. Product: [CH:1]1([C:4]([NH:6][C:7]2[N:8]=[C:9]3[CH:14]=[CH:13][C:12]([S:15][C:16]4[CH:24]=[CH:23][CH:22]=[CH:21][C:17]=4[C:18]([NH:26][C:27]4[CH:32]=[CH:31][CH:30]=[CH:29][CH:28]=4)=[O:20])=[N:11][N:10]3[CH:25]=2)=[O:5])[CH2:3][CH2:2]1. The catalyst class is: 9. (2) Reactant: [Cl:1][C:2]1[CH:7]=[CH:6][C:5]([C:8]2[N:12]([CH3:13])[N:11]=[C:10]([CH3:14])[CH:9]=2)=[CH:4][CH:3]=1.[Br:15]N1C(=O)CCC1=O.O. Product: [Br:15][C:9]1[C:10]([CH3:14])=[N:11][N:12]([CH3:13])[C:8]=1[C:5]1[CH:4]=[CH:3][C:2]([Cl:1])=[CH:7][CH:6]=1. The catalyst class is: 10. (3) Product: [NH2:1][C:2]1[N:7]2[CH:8]=[C:9]([CH3:11])[N:10]=[C:6]2[C:5]([C:12]([NH:14][CH2:15][CH:16]2[CH2:17][CH2:18][N:19]([CH2:22][CH:23]([OH:28])[C:24]([CH3:25])([CH3:26])[CH3:27])[CH2:20][CH2:21]2)=[O:13])=[CH:4][C:3]=1[Cl:29]. The catalyst class is: 5. Reactant: [NH2:1][C:2]1[N:7]2[CH:8]=[C:9]([CH3:11])[N:10]=[C:6]2[C:5]([C:12]([NH:14][CH2:15][CH:16]2[CH2:21][CH2:20][N:19]([CH2:22][C:23](=[O:28])[C:24]([CH3:27])([CH3:26])[CH3:25])[CH2:18][CH2:17]2)=[O:13])=[CH:4][C:3]=1[Cl:29].[BH4-].[Na+]. (4) Reactant: [Cl:1][C:2]1[CH:7]=[CH:6][C:5]([N:8]2[CH:12]=[CH:11][C:10]([C@H:13]([NH:15][S@@](C(C)(C)C)=O)[CH3:14])=[N:9]2)=[CH:4][CH:3]=1.Cl. Product: [Cl:1][C:2]1[CH:3]=[CH:4][C:5]([N:8]2[CH:12]=[CH:11][C:10]([C@H:13]([NH2:15])[CH3:14])=[N:9]2)=[CH:6][CH:7]=1. The catalyst class is: 12.